From a dataset of Experimentally validated miRNA-target interactions with 360,000+ pairs, plus equal number of negative samples. Binary Classification. Given a miRNA mature sequence and a target amino acid sequence, predict their likelihood of interaction. The miRNA is hsa-miR-323b-3p with sequence CCCAAUACACGGUCGACCUCUU. The protein sequence of the target gene is MPAHILQEISGAYSATTTITAPPSGGQQNGGEKFEKSSHHWGADVRPELKDDLYDPTYQDDEGPPPKLEYVWRNIILMALLHLGALYGITLVPSCKLYTCLFAYLYYVISALGITAGAHRLWSHRTYKARLPLRLFLIIANTMAFQNDVYEWARDHRAHHKFSETHADPHNSRRGFFFSHVGWLLVRKHPAVKEKGGKLDMSDLKAEKLVMFQRRYYKPGLLLMCFVLPTLVPWYCWGETFVNSLCVSTFLRYAVVLNATWLVNSAAHLYGYRPYDKNISSRENILVSMGAVGEGFHNYH.... Result: 0 (no interaction).